This data is from Full USPTO retrosynthesis dataset with 1.9M reactions from patents (1976-2016). The task is: Predict the reactants needed to synthesize the given product. (1) Given the product [Cl:3][C:4]1[CH:5]=[C:6]([CH2:11][CH2:12][C:13]2[CH:14]=[CH:15][C:16]([NH:19][C:21]3[CH:29]=[CH:28][CH:27]=[CH:26][C:22]=3[C:23]([OH:25])=[O:24])=[CH:17][CH:18]=2)[CH:7]=[CH:8][C:9]=1[Cl:10], predict the reactants needed to synthesize it. The reactants are: [NH2-].[Li+].[Cl:3][C:4]1[CH:5]=[C:6]([CH2:11][CH2:12][C:13]2[CH:18]=[CH:17][C:16]([NH2:19])=[CH:15][CH:14]=2)[CH:7]=[CH:8][C:9]=1[Cl:10].F[C:21]1[CH:29]=[CH:28][CH:27]=[CH:26][C:22]=1[C:23]([OH:25])=[O:24]. (2) Given the product [CH3:34][Si:33]([CH3:36])([CH3:35])[CH2:32][CH2:31][O:30][CH2:29][N:7]([CH2:6][O:5][CH2:4][CH2:3][Si:2]([CH3:1])([CH3:37])[CH3:38])[C:8]1[N:13]2[N:14]=[CH:15][C:16]([I:39])=[C:12]2[N:11]=[C:10]([CH2:17][CH:18]2[CH2:23][CH2:22][CH:21]([C:24]([O:26][CH2:27][CH3:28])=[O:25])[CH2:20][CH2:19]2)[CH:9]=1, predict the reactants needed to synthesize it. The reactants are: [CH3:1][Si:2]([CH3:38])([CH3:37])[CH2:3][CH2:4][O:5][CH2:6][N:7]([CH2:29][O:30][CH2:31][CH2:32][Si:33]([CH3:36])([CH3:35])[CH3:34])[C:8]1[N:13]2[N:14]=[CH:15][CH:16]=[C:12]2[N:11]=[C:10]([CH2:17][CH:18]2[CH2:23][CH2:22][CH:21]([C:24]([O:26][CH2:27][CH3:28])=[O:25])[CH2:20][CH2:19]2)[CH:9]=1.[I:39]N1C(=O)CCC1=O. (3) Given the product [OH:29][C@H:24]1[C@H:25]([O:27][CH3:28])[CH2:26][N:22]([C:3]2[C:2]([C:34]3[CH:35]=[N:30][CH:31]=[N:32][CH:33]=3)=[CH:21][C:6]([C:7]([NH:9][C:10]3[CH:15]=[CH:14][C:13]([O:16][C:17]([F:20])([F:19])[F:18])=[CH:12][CH:11]=3)=[O:8])=[CH:5][N:4]=2)[CH2:23]1, predict the reactants needed to synthesize it. The reactants are: Br[C:2]1[C:3]([N:22]2[CH2:26][C@@H:25]([O:27][CH3:28])[C@H:24]([OH:29])[CH2:23]2)=[N:4][CH:5]=[C:6]([CH:21]=1)[C:7]([NH:9][C:10]1[CH:15]=[CH:14][C:13]([O:16][C:17]([F:20])([F:19])[F:18])=[CH:12][CH:11]=1)=[O:8].[N:30]1[CH:35]=[C:34](B(O)O)[CH:33]=[N:32][CH:31]=1. (4) Given the product [CH3:1][C:2]1[CH:3]=[C:4]([C:15]2[CH:16]=[N:17][N:18]([CH:20]([C:22]3[CH:31]=[CH:30][C:25]([C:26]([OH:28])=[O:27])=[CH:24][CH:23]=3)[CH3:21])[CH:19]=2)[CH:5]=[C:6]([NH:8][C:9]2[N:10]=[CH:11][CH:12]=[CH:13][N:14]=2)[CH:7]=1, predict the reactants needed to synthesize it. The reactants are: [CH3:1][C:2]1[CH:3]=[C:4]([C:15]2[CH:16]=[N:17][N:18]([CH:20]([C:22]3[CH:31]=[CH:30][C:25]([C:26]([O:28]C)=[O:27])=[CH:24][CH:23]=3)[CH3:21])[CH:19]=2)[CH:5]=[C:6]([NH:8][C:9]2[N:14]=[CH:13][CH:12]=[CH:11][N:10]=2)[CH:7]=1.O.[OH-].[Na+].Cl. (5) The reactants are: [C:1]([C:5]1[CH:10]=[CH:9][C:8]([CH:11]([C:13]2[CH:18]=[CH:17][C:16]([O:19][C:20]3[C:29]4[C:24](=[CH:25][C:26]([O:32][CH3:33])=[C:27]([O:30][CH3:31])[CH:28]=4)[N:23]=[CH:22][CH:21]=3)=[CH:15][CH:14]=2)[OH:12])=[CH:7][CH:6]=1)([CH3:4])([CH3:3])[CH3:2].C(N(CC)CC)C.[C:41](OC(=O)C)(=[O:43])[CH3:42].O. Given the product [C:41]([O:12][CH:11]([C:8]1[CH:9]=[CH:10][C:5]([C:1]([CH3:4])([CH3:2])[CH3:3])=[CH:6][CH:7]=1)[C:13]1[CH:14]=[CH:15][C:16]([O:19][C:20]2[C:29]3[C:24](=[CH:25][C:26]([O:32][CH3:33])=[C:27]([O:30][CH3:31])[CH:28]=3)[N:23]=[CH:22][CH:21]=2)=[CH:17][CH:18]=1)(=[O:43])[CH3:42], predict the reactants needed to synthesize it. (6) The reactants are: Cl.[CH3:2][O:3][C:4]([C@H:6]1[CH2:11][CH2:10][C@H:9]([NH2:12])[CH2:8][CH2:7]1)=[O:5].C(N(CC)CC)C.[CH3:20][C:21]([O:24][C:25](O[C:25]([O:24][C:21]([CH3:23])([CH3:22])[CH3:20])=[O:26])=[O:26])([CH3:23])[CH3:22]. Given the product [CH3:2][O:3][C:4]([C@H:6]1[CH2:11][CH2:10][C@H:9]([NH:12][C:25]([O:24][C:21]([CH3:23])([CH3:22])[CH3:20])=[O:26])[CH2:8][CH2:7]1)=[O:5], predict the reactants needed to synthesize it. (7) Given the product [Cl:52][C:49]1[CH:50]=[CH:51][C:46]([C@@H:37]([C:38]2[CH:39]=[N:40][C:41]([O:44][CH3:45])=[CH:42][CH:43]=2)[C@H:2]([NH:1][C:64]([O:63][CH3:62])=[O:65])[C:3]([NH:5][C:6]2[CH:35]=[CH:34][CH:33]=[C:32]([F:36])[C:7]=2[CH2:8][CH2:9][C@@H:10]2[N:15]([S:16]([C:19]3[CH:24]=[CH:23][CH:22]=[CH:21][CH:20]=3)(=[O:18])=[O:17])[CH2:14][CH2:13][N:12]([C:25]([O:27][C:28]([CH3:30])([CH3:29])[CH3:31])=[O:26])[CH2:11]2)=[O:4])=[CH:47][CH:48]=1, predict the reactants needed to synthesize it. The reactants are: [NH2:1][C@@H:2]([C@@H:37]([C:46]1[CH:51]=[CH:50][C:49]([Cl:52])=[CH:48][CH:47]=1)[C:38]1[CH:39]=[N:40][C:41]([O:44][CH3:45])=[CH:42][CH:43]=1)[C:3]([NH:5][C:6]1[CH:35]=[CH:34][CH:33]=[C:32]([F:36])[C:7]=1[CH2:8][CH2:9][C@@H:10]1[N:15]([S:16]([C:19]2[CH:24]=[CH:23][CH:22]=[CH:21][CH:20]=2)(=[O:18])=[O:17])[CH2:14][CH2:13][N:12]([C:25]([O:27][C:28]([CH3:31])([CH3:30])[CH3:29])=[O:26])[CH2:11]1)=[O:4].C(N(C(C)C)CC)(C)C.[CH3:62][O:63][C:64](Cl)=[O:65]. (8) Given the product [CH:24]1([CH2:30][CH2:31][NH:32][CH2:1][C:3]2[C:12]3[C:7](=[CH:8][CH:9]=[CH:10][CH:11]=3)[C:6]([O:13][C:14]3[CH:22]=[CH:21][C:17]([C:18]([NH2:20])=[O:19])=[CH:16][CH:15]=3)=[N:5][CH:4]=2)[CH2:29][CH2:28][CH2:27][CH2:26][CH2:25]1, predict the reactants needed to synthesize it. The reactants are: [CH:1]([C:3]1[C:12]2[C:7](=[CH:8][CH:9]=[CH:10][CH:11]=2)[C:6]([O:13][C:14]2[CH:22]=[CH:21][C:17]([C:18]([NH2:20])=[O:19])=[CH:16][CH:15]=2)=[N:5][CH:4]=1)=O.Cl.[CH:24]1([CH2:30][CH2:31][NH2:32])[CH2:29][CH2:28][CH2:27][CH2:26][CH2:25]1. (9) Given the product [CH3:9][O:8][C:5]1[N:6]=[CH:7][C:2]([NH:1][C:24]([CH:21]2[CH2:20][CH2:19][N:18]([C:14]3[CH:15]=[CH:16][CH:17]=[C:12]([C:11]([F:28])([F:10])[F:27])[CH:13]=3)[CH2:23][CH2:22]2)=[O:25])=[CH:3][CH:4]=1, predict the reactants needed to synthesize it. The reactants are: [NH2:1][C:2]1[CH:3]=[CH:4][C:5]([O:8][CH3:9])=[N:6][CH:7]=1.[F:10][C:11]([F:28])([F:27])[C:12]1[CH:13]=[C:14]([N:18]2[CH2:23][CH2:22][CH:21]([C:24](O)=[O:25])[CH2:20][CH2:19]2)[CH:15]=[CH:16][CH:17]=1. (10) Given the product [CH3:26][O:27][C:28]1[CH:36]=[CH:35][CH:34]=[CH:33][C:29]=1[C:30]([NH:1][CH2:2][CH2:3][C:4]1[CH:5]=[CH:6][C:7]([C:10]2[CH:15]=[CH:14][C:13]([CH:16]([CH3:25])[CH2:17][NH:18][S:19]([CH:22]([CH3:24])[CH3:23])(=[O:21])=[O:20])=[CH:12][CH:11]=2)=[CH:8][CH:9]=1)=[O:31], predict the reactants needed to synthesize it. The reactants are: [NH2:1][CH2:2][CH2:3][C:4]1[CH:9]=[CH:8][C:7]([C:10]2[CH:15]=[CH:14][C:13]([CH:16]([CH3:25])[CH2:17][NH:18][S:19]([CH:22]([CH3:24])[CH3:23])(=[O:21])=[O:20])=[CH:12][CH:11]=2)=[CH:6][CH:5]=1.[CH3:26][O:27][C:28]1[CH:36]=[CH:35][CH:34]=[CH:33][C:29]=1[C:30](Cl)=[O:31].